This data is from NCI-60 drug combinations with 297,098 pairs across 59 cell lines. The task is: Regression. Given two drug SMILES strings and cell line genomic features, predict the synergy score measuring deviation from expected non-interaction effect. (1) Drug 1: CC(C)(C#N)C1=CC(=CC(=C1)CN2C=NC=N2)C(C)(C)C#N. Drug 2: CC1C(C(CC(O1)OC2CC(CC3=C2C(=C4C(=C3O)C(=O)C5=C(C4=O)C(=CC=C5)OC)O)(C(=O)CO)O)N)O.Cl. Cell line: SW-620. Synergy scores: CSS=37.6, Synergy_ZIP=0.425, Synergy_Bliss=-0.615, Synergy_Loewe=-3.11, Synergy_HSA=-0.0757. (2) Drug 1: C#CCC(CC1=CN=C2C(=N1)C(=NC(=N2)N)N)C3=CC=C(C=C3)C(=O)NC(CCC(=O)O)C(=O)O. Drug 2: C1=NC2=C(N1)C(=S)N=CN2. Cell line: RXF 393. Synergy scores: CSS=23.7, Synergy_ZIP=0.694, Synergy_Bliss=0.701, Synergy_Loewe=-2.31, Synergy_HSA=-2.43. (3) Drug 1: C1CN1P(=S)(N2CC2)N3CC3. Drug 2: CC1=C(C=C(C=C1)NC(=O)C2=CC=C(C=C2)CN3CCN(CC3)C)NC4=NC=CC(=N4)C5=CN=CC=C5. Cell line: HOP-62. Synergy scores: CSS=25.5, Synergy_ZIP=-7.64, Synergy_Bliss=-0.232, Synergy_Loewe=-0.691, Synergy_HSA=0.0851. (4) Cell line: OVCAR-5. Drug 2: CC1=C(C=C(C=C1)C(=O)NC2=CC(=CC(=C2)C(F)(F)F)N3C=C(N=C3)C)NC4=NC=CC(=N4)C5=CN=CC=C5. Drug 1: CN1C2=C(C=C(C=C2)N(CCCl)CCCl)N=C1CCCC(=O)O.Cl. Synergy scores: CSS=47.0, Synergy_ZIP=-2.35, Synergy_Bliss=-3.22, Synergy_Loewe=-8.41, Synergy_HSA=-5.18. (5) Drug 1: CC1=C(C=C(C=C1)NC2=NC=CC(=N2)N(C)C3=CC4=NN(C(=C4C=C3)C)C)S(=O)(=O)N.Cl. Drug 2: C1=NNC2=C1C(=O)NC=N2. Cell line: M14. Synergy scores: CSS=0.628, Synergy_ZIP=1.72, Synergy_Bliss=2.57, Synergy_Loewe=-0.845, Synergy_HSA=-0.760. (6) Drug 1: CC1=C(C=C(C=C1)C(=O)NC2=CC(=CC(=C2)C(F)(F)F)N3C=C(N=C3)C)NC4=NC=CC(=N4)C5=CN=CC=C5. Drug 2: CC1=C(C(=O)C2=C(C1=O)N3CC4C(C3(C2COC(=O)N)OC)N4)N. Cell line: HCT-15. Synergy scores: CSS=44.5, Synergy_ZIP=-5.37, Synergy_Bliss=-5.73, Synergy_Loewe=-23.6, Synergy_HSA=-3.57. (7) Drug 1: C1CCC(CC1)NC(=O)N(CCCl)N=O. Drug 2: C1CNP(=O)(OC1)N(CCCl)CCCl. Cell line: 786-0. Synergy scores: CSS=5.77, Synergy_ZIP=4.05, Synergy_Bliss=2.86, Synergy_Loewe=-19.7, Synergy_HSA=1.13.